Task: Predict the reactants needed to synthesize the given product.. Dataset: Full USPTO retrosynthesis dataset with 1.9M reactions from patents (1976-2016) Given the product [Cl:1][C:2]1[C:7](=[O:8])[C:6]([OH:9])=[C:5]([CH:20]([OH:19])[C:21]([F:24])([F:23])[F:22])[N:4]([CH3:10])[C:3]=1[CH3:11], predict the reactants needed to synthesize it. The reactants are: [Cl:1][C:2]1[C:7](=[O:8])[C:6]([OH:9])=[CH:5][N:4]([CH3:10])[C:3]=1[CH3:11].C(=O)([O-])[O-].[K+].[K+].C[O:19][CH:20](O)[C:21]([F:24])([F:23])[F:22].